This data is from KCNQ2 potassium channel screen with 302,405 compounds. The task is: Binary Classification. Given a drug SMILES string, predict its activity (active/inactive) in a high-throughput screening assay against a specified biological target. The result is 0 (inactive). The compound is S(=O)(=O)(N1CCN(CC1)c1nnc(c2c1cccc2)c1ccccc1)C.